From a dataset of Forward reaction prediction with 1.9M reactions from USPTO patents (1976-2016). Predict the product of the given reaction. (1) Given the reactants Br[C:2]1[CH:3]=[C:4]([F:14])[C:5]([O:9][C:10]([F:13])([F:12])[F:11])=[C:6]([F:8])[CH:7]=1.C([Sn](CCCC)(CCCC)[C:20]([O:22][CH2:23][CH3:24])=[CH2:21])CCC.C1(C)C=CC=CC=1.Cl, predict the reaction product. The product is: [CH2:23]([O:22][C:20]([C:2]1[CH:3]=[C:4]([F:14])[C:5]([O:9][C:10]([F:13])([F:12])[F:11])=[C:6]([F:8])[CH:7]=1)=[CH2:21])[CH3:24]. (2) Given the reactants [Cl:1][C:2]1[N:3]=[C:4]([C:10]2[C:19]3[C:14](=[CH:15][CH:16]=[CH:17][CH:18]=3)[CH:13]=[CH:12][CH:11]=2)[N:5]([CH2:8][CH3:9])[C:6]=1Cl.[Li]CC[CH2:23][CH3:24].CCCCCC.[C:31](=O)([O:34]C)[O:32]C, predict the reaction product. The product is: [CH2:23]([O:34][C:31]([C:6]1[N:5]([CH2:8][CH3:9])[C:4]([C:10]2[C:19]3[C:14](=[CH:15][CH:16]=[CH:17][CH:18]=3)[CH:13]=[CH:12][CH:11]=2)=[N:3][C:2]=1[Cl:1])=[O:32])[CH3:24]. (3) Given the reactants [C:1]([O:5][C:6]([N:8]1[CH2:13][CH2:12][N:11]([S:14]([C:17]2[C:22]([Cl:23])=[CH:21][CH:20]=[C:19]([NH2:24])[C:18]=2[OH:25])(=[O:16])=[O:15])[CH2:10][CH2:9]1)=[O:7])([CH3:4])([CH3:3])[CH3:2].[Cl:26][C:27]1[C:28]([F:38])=[C:29]([CH:35]=[CH:36][CH:37]=1)C(N=[N+]=[N-])=O.C[N:40](C)[CH:41]=[O:42], predict the reaction product. The product is: [C:1]([O:5][C:6]([N:8]1[CH2:9][CH2:10][N:11]([S:14]([C:17]2[C:22]([Cl:23])=[CH:21][CH:20]=[C:19]([NH:24][C:41]([NH:40][C:37]3[CH:36]=[CH:35][CH:29]=[C:28]([F:38])[C:27]=3[Cl:26])=[O:42])[C:18]=2[OH:25])(=[O:15])=[O:16])[CH2:12][CH2:13]1)=[O:7])([CH3:4])([CH3:2])[CH3:3]. (4) Given the reactants C(NC(C)C)(C)C.C([Li])CCC.[Br:13][C:14]1[CH:19]=[CH:18][C:17]([CH2:20][C:21]([OH:23])=[O:22])=[CH:16][CH:15]=1.I[CH2:25][CH:26]1[CH2:30][CH2:29][CH2:28][CH2:27]1, predict the reaction product. The product is: [Br:13][C:14]1[CH:15]=[CH:16][C:17]([CH:20]([CH2:25][CH:26]2[CH2:30][CH2:29][CH2:28][CH2:27]2)[C:21]([OH:23])=[O:22])=[CH:18][CH:19]=1.